From a dataset of Full USPTO retrosynthesis dataset with 1.9M reactions from patents (1976-2016). Predict the reactants needed to synthesize the given product. (1) Given the product [F:20][C:2]([F:19])([F:1])[C:3]1[CH:4]=[C:5]([CH:9]2[CH2:14][CH:13]([C:15]([O:17][CH3:18])=[O:16])[CH2:12][CH2:11][N:10]2[C:31]([O:33][CH3:34])=[O:32])[CH:6]=[CH:7][CH:8]=1, predict the reactants needed to synthesize it. The reactants are: [F:1][C:2]([F:20])([F:19])[C:3]1[CH:4]=[C:5]([CH:9]2[CH2:14][CH:13]([C:15]([O:17][CH3:18])=[O:16])[CH2:12][CH2:11][NH:10]2)[CH:6]=[CH:7][CH:8]=1.CCN(C(C)C)C(C)C.Cl[C:31]([O:33][CH3:34])=[O:32]. (2) The reactants are: [ClH:1].Cl.N[C@@H](CC)[C@H](O)[C:6]([NH:8][CH:9]1[CH2:11][CH2:10]1)=[O:7].[NH2:15][C@@H:16]([CH2:19][CH:20]([CH3:22])[CH3:21])[CH2:17][OH:18]. Given the product [ClH:1].[ClH:1].[NH2:15][C@@H:16]([CH2:19][CH:20]([CH3:22])[CH3:21])[C@H:17]([OH:18])[C:6]([NH:8][CH:9]1[CH2:11][CH2:10]1)=[O:7], predict the reactants needed to synthesize it. (3) Given the product [CH3:16][S:17]([CH2:20][CH2:21][N:22]1[CH:7]=[CH:6][C:5]2[C:10](=[CH:11][CH:12]=[CH:13][C:4]=2[N+:1]([O-:3])=[O:2])[C:9]1=[O:14])(=[O:19])=[O:18], predict the reactants needed to synthesize it. The reactants are: [N+:1]([C:4]1[CH:13]=[CH:12][CH:11]=[C:10]2[C:5]=1[CH:6]=[CH:7]O[C:9]2=[O:14])([O-:3])=[O:2].Cl.[CH3:16][S:17]([CH2:20][CH2:21][NH2:22])(=[O:19])=[O:18].CO. (4) Given the product [CH2:1]([O:3][C:4]([N:6]1[C:15]2[C:10](=[CH:11][C:12]([C:16]([F:17])([F:18])[F:19])=[CH:13][CH:14]=2)[CH:9]([CH:20]([C:23]2[CH:24]=[C:25]([C:33]([F:34])([F:36])[F:35])[CH:26]=[C:27]([C:29]([F:30])([F:31])[F:32])[CH:28]=2)[CH2:21][O:22][CH3:42])[CH2:8][CH:7]1[CH2:37][CH3:38])=[O:5])[CH3:2], predict the reactants needed to synthesize it. The reactants are: [CH2:1]([O:3][C:4]([N:6]1[C:15]2[C:10](=[CH:11][C:12]([C:16]([F:19])([F:18])[F:17])=[CH:13][CH:14]=2)[CH:9]([CH:20]([C:23]2[CH:28]=[C:27]([C:29]([F:32])([F:31])[F:30])[CH:26]=[C:25]([C:33]([F:36])([F:35])[F:34])[CH:24]=2)[CH2:21][OH:22])[CH2:8][CH:7]1[CH2:37][CH3:38])=[O:5])[CH3:2].[H-].[Na+].O1CCC[CH2:42]1. (5) Given the product [I:15][C:12]1[S:11][C:10]([C:5]2[CH:6]=[CH:7][CH:8]=[CH:9][C:4]=2[N+:1]([O-:3])=[O:2])=[CH:14][CH:13]=1, predict the reactants needed to synthesize it. The reactants are: [N+:1]([C:4]1[CH:9]=[CH:8][CH:7]=[CH:6][C:5]=1[C:10]1[S:11][CH:12]=[CH:13][CH:14]=1)([O-:3])=[O:2].[I:15]N1C(=O)CCC1=O.C(O)(=O)C. (6) The reactants are: [NH:1]1[CH2:6][CH2:5][CH:4]([CH2:7][CH2:8][OH:9])[CH2:3][CH2:2]1.[C:10](OC([O-])=O)([O:12][C:13]([CH3:16])([CH3:15])[CH3:14])=[O:11]. Given the product [C:13]([O:12][C:10]([N:1]1[CH2:6][CH2:5][CH:4]([CH2:7][CH2:8][OH:9])[CH2:3][CH2:2]1)=[O:11])([CH3:16])([CH3:15])[CH3:14], predict the reactants needed to synthesize it. (7) Given the product [CH:17]1(/[CH:20]=[CH:11]/[C:12]([O:14][CH2:15][CH3:16])=[O:13])[CH2:19][CH2:18]1, predict the reactants needed to synthesize it. The reactants are: [H-].[Na+].C(OP([CH2:11][C:12]([O:14][CH2:15][CH3:16])=[O:13])(OCC)=O)C.[CH:17]1([CH:20]=O)[CH2:19][CH2:18]1.